From a dataset of Forward reaction prediction with 1.9M reactions from USPTO patents (1976-2016). Predict the product of the given reaction. (1) The product is: [NH2:1][C:2]1[C:3]2[C:10]([CH:45]=[CH:46][C:47]([O:49][CH3:58])=[O:48])=[CH:9][N:8]([C@@H:12]3[O:27][C@H:26]([CH2:28][O:29][CH2:30][C:31]4[CH:36]=[CH:35][C:34]([Cl:37])=[CH:33][C:32]=4[Cl:38])[C@@H:15]([O:16][CH2:17][C:18]4[CH:23]=[CH:22][C:21]([Cl:24])=[CH:20][C:19]=4[Cl:25])[C@@:13]3([CH3:39])[OH:14])[C:4]=2[N:5]=[CH:6][N:7]=1. Given the reactants [NH2:1][C:2]1[C:3]2[C:10](I)=[CH:9][N:8]([C@@H:12]3[O:27][C@H:26]([CH2:28][O:29][CH2:30][C:31]4[CH:36]=[CH:35][C:34]([Cl:37])=[CH:33][C:32]=4[Cl:38])[C@@H:15]([O:16][CH2:17][C:18]4[CH:23]=[CH:22][C:21]([Cl:24])=[CH:20][C:19]=4[Cl:25])[C@@:13]3([CH3:39])[OH:14])[C:4]=2[N:5]=[CH:6][N:7]=1.C([Sn](CCCC)(CCCC)/[CH:45]=[CH:46]\[C:47]([O-:49])=[O:48])CCC.[CH3:58]N(C=O)C, predict the reaction product. (2) The product is: [CH3:1][S:2]([C:5]1[N:6]=[C:7]([N:36]2[CH2:37][CH2:38][CH:33]([CH2:32][O:31][CH2:30][CH2:29][N:24]3[CH2:28][CH2:27][CH2:26][CH2:25]3)[CH2:34][CH2:35]2)[C:8]2[C:13]([C:14]3[CH:19]=[CH:18][CH:17]=[CH:16][CH:15]=3)=[CH:12][O:11][C:9]=2[N:10]=1)(=[O:4])=[O:3]. Given the reactants [CH3:1][S:2]([C:5]1[N:6]=[C:7](S(C)(=O)=O)[C:8]2[C:13]([C:14]3[CH:19]=[CH:18][CH:17]=[CH:16][CH:15]=3)=[CH:12][O:11][C:9]=2[N:10]=1)(=[O:4])=[O:3].[N:24]1([CH2:29][CH2:30][O:31][CH2:32][CH:33]2[CH2:38][CH2:37][NH:36][CH2:35][CH2:34]2)[CH2:28][CH2:27][CH2:26][CH2:25]1.C(=O)([O-])[O-].[K+].[K+], predict the reaction product. (3) Given the reactants [Cl:1][C:2]1[CH:17]=[CH:16][C:15]([Cl:18])=[CH:14][C:3]=1[O:4][C:5]1[N:13]=[CH:12][CH:11]=[CH:10][C:6]=1[C:7]([OH:9])=O.[CH3:19][N:20]1[C:29]2[C:24](=[CH:25][CH:26]=[CH:27][CH:28]=2)[NH:23][CH2:22][CH2:21]1.C(N(C(C)C)C(C)C)C.CN(C(ON1N=NC2C=CC=NC1=2)=[N+](C)C)C.F[P-](F)(F)(F)(F)F, predict the reaction product. The product is: [Cl:1][C:2]1[CH:17]=[CH:16][C:15]([Cl:18])=[CH:14][C:3]=1[O:4][C:5]1[C:6]([C:7]([N:23]2[C:24]3[C:29](=[CH:28][CH:27]=[CH:26][CH:25]=3)[N:20]([CH3:19])[CH2:21][CH2:22]2)=[O:9])=[CH:10][CH:11]=[CH:12][N:13]=1. (4) Given the reactants [OH:1][C:2]1[CH:7]=[CH:6][C:5]([C:8]2([C:18]3[CH:23]=[CH:22][C:21]([OH:24])=[CH:20][CH:19]=3)[CH:15]3[CH2:16][CH:11]4[CH2:12][CH:13]([CH2:17][CH:9]2[CH2:10]4)[CH2:14]3)=[CH:4][CH:3]=1.F[C:26]1[CH:27]=[CH:28][C:29]([N+:33]([O-:35])=[O:34])=[C:30]([OH:32])[CH:31]=1.[C:36]([O-:39])([O-])=O.[K+].[K+].Cl, predict the reaction product. The product is: [OH:32][C:30]1[CH:31]=[C:26]([CH:27]=[CH:28][C:29]=1[N+:33]([O-:35])=[O:34])[O:1][C:2]1[CH:3]=[CH:4][C:5]([C:8]2([C:18]3[CH:19]=[CH:20][C:21]([O:24][C:26]4[CH:27]=[CH:28][C:29]([N+:33]([O-:35])=[O:34])=[C:36]([OH:39])[CH:31]=4)=[CH:22][CH:23]=3)[CH:9]3[CH2:17][CH:13]4[CH2:12][CH:11]([CH2:16][CH:15]2[CH2:14]4)[CH2:10]3)=[CH:6][CH:7]=1.